This data is from Catalyst prediction with 721,799 reactions and 888 catalyst types from USPTO. The task is: Predict which catalyst facilitates the given reaction. (1) Reactant: [CH2:1]([O:8][NH:9][C:10]([C:12]1[C:13](Cl)=[N:14][C:15]([Cl:19])=[C:16]([F:18])[CH:17]=1)=[O:11])[C:2]1[CH:7]=[CH:6][CH:5]=[CH:4][CH:3]=1.[H-].[Na+].[F:23][C:24]1[CH:29]=[CH:28][C:27]([N:30]=[C:31]=[O:32])=[CH:26][CH:25]=1. Product: [CH2:1]([O:8][N:9]1[C:10](=[O:11])[C:12]2[CH:17]=[C:16]([F:18])[C:15]([Cl:19])=[N:14][C:13]=2[N:30]([C:27]2[CH:28]=[CH:29][C:24]([F:23])=[CH:25][CH:26]=2)[C:31]1=[O:32])[C:2]1[CH:7]=[CH:6][CH:5]=[CH:4][CH:3]=1. The catalyst class is: 44. (2) Reactant: Cl[C:2]1[C:11]2[C:6](=[C:7]([C:12]([O:14][CH3:15])=[O:13])[CH:8]=[CH:9][CH:10]=2)[N:5]=[CH:4][N:3]=1.CCN(C(C)C)C(C)C.[NH2:25][C@H:26]1[C@H:30]([C:31]2[CH:36]=[CH:35][CH:34]=[C:33]([F:37])[CH:32]=2)[CH2:29][N:28]([C:38]([O:40][C:41]([CH3:44])([CH3:43])[CH3:42])=[O:39])[CH2:27]1.N. Product: [C:41]([O:40][C:38]([N:28]1[CH2:29][CH:30]([C:31]2[CH:36]=[CH:35][CH:34]=[C:33]([F:37])[CH:32]=2)[CH:26]([NH:25][C:2]2[C:11]3[C:6](=[C:7]([C:12]([O:14][CH3:15])=[O:13])[CH:8]=[CH:9][CH:10]=3)[N:5]=[CH:4][N:3]=2)[CH2:27]1)=[O:39])([CH3:44])([CH3:42])[CH3:43]. The catalyst class is: 23. (3) Reactant: [C:1]([C:4]1[C:5]([OH:14])=[C:6]([CH:10]=[C:11](Br)[CH:12]=1)[C:7]([OH:9])=[O:8])(=[O:3])[CH3:2]. Product: [C:1]([C:4]1[C:5]([OH:14])=[C:6]([CH:10]=[CH:11][CH:12]=1)[C:7]([OH:9])=[O:8])(=[O:3])[CH3:2]. The catalyst class is: 29. (4) Reactant: [F:1][C:2]1[C:7]([F:8])=[CH:6][CH:5]=[CH:4][C:3]=1[C@H:9]1[CH2:15][N:14]([CH2:16][C:17]([OH:20])([CH3:19])[CH3:18])[C:13](=[O:21])[C@H:12]([N:22](C(OC(C)(C)C)=O)C(OC(C)(C)C)=O)[CH2:11][CH2:10]1.[F:37][C:38]([F:43])([F:42])[C:39]([OH:41])=[O:40]. Product: [NH2:22][C@@H:12]1[CH2:11][CH2:10][C@@H:9]([C:3]2[CH:4]=[CH:5][CH:6]=[C:7]([F:8])[C:2]=2[F:1])[CH2:15][N:14]([CH2:16][C:17]([OH:20])([CH3:18])[CH3:19])[C:13]1=[O:21].[C:39]([OH:41])([C:38]([F:43])([F:42])[F:37])=[O:40]. The catalyst class is: 2.